Dataset: Peptide-MHC class I binding affinity with 185,985 pairs from IEDB/IMGT. Task: Regression. Given a peptide amino acid sequence and an MHC pseudo amino acid sequence, predict their binding affinity value. This is MHC class I binding data. The peptide sequence is VPRLFQLASV. The MHC is H-2-Kb with pseudo-sequence H-2-Kb. The binding affinity (normalized) is 0.115.